Dataset: Forward reaction prediction with 1.9M reactions from USPTO patents (1976-2016). Task: Predict the product of the given reaction. (1) Given the reactants [C:1]1([C:7]#[C:8][C:9]2[N:14]=[C:13]([NH2:15])[CH:12]=[C:11]([C:16]3[CH:21]=[CH:20][N:19]=[CH:18][CH:17]=3)[C:10]=2[C:22]2[CH:23]=[N:24][CH:25]=[N:26][CH:27]=2)[CH:6]=[CH:5][CH:4]=[CH:3][CH:2]=1.C[CH2:29][N:30](CC)CC.Br[CH:36]([CH3:40])[C:37](Br)=[O:38].CN, predict the reaction product. The product is: [CH3:29][NH:30][CH:36]([CH3:40])[C:37]([NH:15][C:13]1[CH:12]=[C:11]([C:16]2[CH:21]=[CH:20][N:19]=[CH:18][CH:17]=2)[C:10]([C:22]2[CH:23]=[N:24][CH:25]=[N:26][CH:27]=2)=[C:9]([C:8]#[C:7][C:1]2[CH:6]=[CH:5][CH:4]=[CH:3][CH:2]=2)[N:14]=1)=[O:38]. (2) Given the reactants [CH2:1]([O:3][C:4]([C:6]1[S:14][C:13]2[CH:12]=[CH:11][N:10]=[CH:9][C:8]=2[C:7]=1OS(C(F)(F)C(F)(F)C(F)(F)C(F)(F)F)(=O)=O)=[O:5])[CH3:2].[F:32][C:33]1[CH:38]=[C:37]([S:39][CH3:40])[CH:36]=[CH:35][C:34]=1[NH2:41].CC1(C)C2C(=C(P(C3C=CC=CC=3)C3C=CC=CC=3)C=CC=2)OC2C(P(C3C=CC=CC=3)C3C=CC=CC=3)=CC=CC1=2.[O-]P([O-])([O-])=O.[K+].[K+].[K+], predict the reaction product. The product is: [CH2:1]([O:3][C:4]([C:6]1[S:14][C:13]2[CH:12]=[CH:11][N:10]=[CH:9][C:8]=2[C:7]=1[NH:41][C:34]1[CH:35]=[CH:36][C:37]([S:39][CH3:40])=[CH:38][C:33]=1[F:32])=[O:5])[CH3:2]. (3) Given the reactants [C:1]([O:5][CH3:6])(=[O:4])[CH2:2][SH:3].C(N(CC)CC)C.F[C:15]1[C:22]([F:23])=[CH:21][CH:20]=[C:19]([O:24][CH3:25])[C:16]=1[CH:17]=O, predict the reaction product. The product is: [F:23][C:22]1[C:15]2[S:3][C:2]([C:1]([O:5][CH3:6])=[O:4])=[CH:17][C:16]=2[C:19]([O:24][CH3:25])=[CH:20][CH:21]=1. (4) Given the reactants [Cl:1][C:2]1[CH:7]=[CH:6][CH:5]=[C:4]([Cl:8])[C:3]=1[CH:9]1[C:14]([C:15]([O:17][CH3:18])=[O:16])=[C:13]([CH2:19][CH2:20][C:21]2[S:22][CH:23]=[CH:24][N:25]=2)[NH:12][C:11]([CH2:26][C:27](O)=[O:28])=[C:10]1[C:30]([O:32][CH3:33])=[O:31].[N:34]1([CH:40]2[CH2:50][CH:43]3[CH2:44][N:45]([C:47](=[O:49])[CH3:48])[CH2:46][CH:42]3[CH2:41]2)[CH2:39][CH2:38][NH:37][CH2:36][CH2:35]1, predict the reaction product. The product is: [Cl:8][C:4]1[CH:5]=[CH:6][CH:7]=[C:2]([Cl:1])[C:3]=1[CH:9]1[C:14]([C:15]([O:17][CH3:18])=[O:16])=[C:13]([CH2:19][CH2:20][C:21]2[S:22][CH:23]=[CH:24][N:25]=2)[NH:12][C:11]([CH2:26][C:27]([N:37]2[CH2:38][CH2:39][N:34]([CH:40]3[CH2:50][CH:43]4[CH2:44][N:45]([C:47](=[O:49])[CH3:48])[CH2:46][CH:42]4[CH2:41]3)[CH2:35][CH2:36]2)=[O:28])=[C:10]1[C:30]([O:32][CH3:33])=[O:31].